Dataset: Full USPTO retrosynthesis dataset with 1.9M reactions from patents (1976-2016). Task: Predict the reactants needed to synthesize the given product. (1) Given the product [C:22]([O:21][C:20]([NH:19][C:16]1[CH:17]=[CH:18][C:13]([C:10]2[N:6]3[CH:7]=[CH:8][N:9]=[C:4]([C:20]([O:21][CH3:22])=[O:26])[C:5]3=[N:12][N:11]=2)=[CH:14][CH:15]=1)=[O:26])([CH3:25])([CH3:24])[CH3:23], predict the reactants needed to synthesize it. The reactants are: [C]=O.Cl[C:4]1[C:5]2[N:6]([C:10]([C:13]3[CH:18]=[CH:17][C:16]([NH:19][C:20](=[O:26])[O:21][C:22]([CH3:25])([CH3:24])[CH3:23])=[CH:15][CH:14]=3)=[N:11][N:12]=2)[CH:7]=[CH:8][N:9]=1.C1C=CC(P(C2C=CC=CC=2)CCCP(C2C=CC=CC=2)C2C=CC=CC=2)=CC=1.CCN(CC)CC. (2) The reactants are: [CH:1]1([CH2:4][O:5][C:6]2[CH:7]=[CH:8][C:9]3[C:13]([CH:14]=2)=[N:12][N:11]([C:15]2[CH:20]=[CH:19][C:18]([O:21][Si:22]([CH:29]([CH3:31])[CH3:30])([CH:26]([CH3:28])[CH3:27])[CH:23]([CH3:25])[CH3:24])=[CH:17][CH:16]=2)[CH:10]=3)[CH2:3][CH2:2]1.C([N-]C(C)C)(C)C.[Li+].C1C=CC(S(N(S(C2C=CC=CC=2)(=O)=O)[F:50])(=O)=O)=CC=1.O. Given the product [CH:1]1([CH2:4][O:5][C:6]2[CH:7]=[CH:8][C:9]3[C:13]([CH:14]=2)=[N:12][N:11]([C:15]2[CH:20]=[CH:19][C:18]([O:21][Si:22]([CH:26]([CH3:28])[CH3:27])([CH:23]([CH3:25])[CH3:24])[CH:29]([CH3:31])[CH3:30])=[CH:17][CH:16]=2)[C:10]=3[F:50])[CH2:2][CH2:3]1, predict the reactants needed to synthesize it. (3) Given the product [CH2:1]([N:8]1[CH2:12][C@@H:11]([NH:13][CH2:14][C:15]2[CH:20]=[CH:19][C:18]([F:21])=[CH:17][C:16]=2[F:22])[CH2:10][C@H:9]1[C:30]([N:37]1[CH2:38][CH2:39][CH:34]([CH3:33])[CH2:35][CH2:36]1)=[O:31])[C:2]1[CH:7]=[CH:6][CH:5]=[CH:4][CH:3]=1, predict the reactants needed to synthesize it. The reactants are: [CH2:1]([N:8]1[CH2:12][CH:11]([N:13](C(OC(C)(C)C)=O)[CH2:14][C:15]2[CH:20]=[CH:19][C:18]([F:21])=[CH:17][C:16]=2[F:22])[CH2:10][CH:9]1[C:30](O)=[O:31])[C:2]1[CH:7]=[CH:6][CH:5]=[CH:4][CH:3]=1.[CH3:33][CH:34]1[CH2:39][CH2:38][NH:37][CH2:36][CH2:35]1. (4) Given the product [Cl:30][C:31]1[CH:36]=[CH:35][C:34]([F:37])=[CH:33][C:32]=1[N:16]1[C:17]([CH:19]([OH:21])[CH3:20])=[N:18][C:14]([CH2:13][N:11]2[C:10](=[O:22])[N:9]([CH2:23][C@H:24]([OH:29])[C:25]([F:26])([F:28])[F:27])[C:8]([C:5]3[CH:4]=[CH:3][C:2]([Cl:1])=[CH:7][CH:6]=3)=[N:12]2)=[N:15]1, predict the reactants needed to synthesize it. The reactants are: [Cl:1][C:2]1[CH:7]=[CH:6][C:5]([C:8]2[N:9]([CH2:23][C@H:24]([OH:29])[C:25]([F:28])([F:27])[F:26])[C:10](=[O:22])[N:11]([CH2:13][C:14]3[N:18]=[C:17]([CH:19]([OH:21])[CH3:20])[NH:16][N:15]=3)[N:12]=2)=[CH:4][CH:3]=1.[Cl:30][C:31]1[CH:36]=[CH:35][C:34]([F:37])=[CH:33][C:32]=1B(O)O.B(O)O. (5) The reactants are: C([O:4][C:5]1[C:14]([CH3:15])=[C:13]2[C:8]([C@@H:9]([OH:24])[C@H:10]([C:16]3[CH:21]=[CH:20][C:19]([O:22][CH3:23])=[CH:18][CH:17]=3)[CH2:11][O:12]2)=[CH:7][CH:6]=1)(=O)C.N1C=CN=C1. Given the product [OH:4][C:5]1[C:14]([CH3:15])=[C:13]2[C:8]([C@@H:9]([OH:24])[C@H:10]([C:16]3[CH:21]=[CH:20][C:19]([O:22][CH3:23])=[CH:18][CH:17]=3)[CH2:11][O:12]2)=[CH:7][CH:6]=1, predict the reactants needed to synthesize it. (6) The reactants are: Cl[C:2]1[N:10]=[C:9]([F:11])[N:8]=[C:7]2[C:3]=1[N:4]=[CH:5][NH:6]2.CCN(C(C)C)C(C)C.Cl.[F:22][C:23]1([F:28])[CH2:27][CH2:26][NH:25][CH2:24]1. Given the product [F:22][C:23]1([F:28])[CH2:27][CH2:26][N:25]([C:2]2[N:10]=[C:9]([F:11])[N:8]=[C:7]3[C:3]=2[N:4]=[CH:5][NH:6]3)[CH2:24]1, predict the reactants needed to synthesize it.